From a dataset of Forward reaction prediction with 1.9M reactions from USPTO patents (1976-2016). Predict the product of the given reaction. (1) Given the reactants [C:1]([C:3]1[CH:4]=[CH:5][C:6]([CH:13]2[N:18]([CH3:19])[C:17](=[O:20])[N:16]([C:21]3[CH:26]=[CH:25][CH:24]=[C:23]([C:27]([F:30])([F:29])[F:28])[CH:22]=3)[C:15]3[CH2:31][CH2:32][NH:33][C:34](=[O:35])[C:14]2=3)=[C:7]([CH:12]=1)[C:8]([O:10]C)=[O:9])#[N:2].[OH-].[Li+].O1CCOCC1.Cl, predict the reaction product. The product is: [C:1]([C:3]1[CH:4]=[CH:5][C:6]([CH:13]2[N:18]([CH3:19])[C:17](=[O:20])[N:16]([C:21]3[CH:26]=[CH:25][CH:24]=[C:23]([C:27]([F:30])([F:28])[F:29])[CH:22]=3)[C:15]3[CH2:31][CH2:32][NH:33][C:34](=[O:35])[C:14]2=3)=[C:7]([CH:12]=1)[C:8]([OH:10])=[O:9])#[N:2]. (2) The product is: [CH3:1][O:2][C:3](=[O:34])[C:4]1[CH:9]=[C:8]([O:10][C:11]2[CH:16]=[CH:15][C:14]([NH2:17])=[C:13]([CH2:20][CH2:21][CH3:22])[CH:12]=2)[CH:7]=[CH:6][C:5]=1[NH:23][S:24]([C:27]1[CH:28]=[CH:29][C:30]([CH3:33])=[CH:31][CH:32]=1)(=[O:26])=[O:25]. Given the reactants [CH3:1][O:2][C:3](=[O:34])[C:4]1[CH:9]=[C:8]([O:10][C:11]2[CH:16]=[CH:15][C:14]([N+:17]([O-])=O)=[C:13](/[CH:20]=[CH:21]\[CH3:22])[CH:12]=2)[CH:7]=[CH:6][C:5]=1[NH:23][S:24]([C:27]1[CH:32]=[CH:31][C:30]([CH3:33])=[CH:29][CH:28]=1)(=[O:26])=[O:25], predict the reaction product. (3) Given the reactants C([Li])CCC.[CH:6]([O:9][C:10]([N:12]1[CH2:18][CH2:17][CH2:16][CH:15]([N:19]([C:35](=[O:37])[CH3:36])[CH2:20][C:21]2[CH:26]=[C:25]([C:27]([F:30])([F:29])[F:28])[CH:24]=[C:23]([C:31]([F:34])([F:33])[F:32])[CH:22]=2)[C:14]2[CH:38]=[CH:39][C:40](Br)=[CH:41][C:13]1=2)=[O:11])([CH3:8])[CH3:7].CN(C)[CH:45]=[O:46].[BH4-].[Na+], predict the reaction product. The product is: [C:35]([N:19]([CH2:20][C:21]1[CH:26]=[C:25]([C:27]([F:30])([F:29])[F:28])[CH:24]=[C:23]([C:31]([F:34])([F:33])[F:32])[CH:22]=1)[CH:15]1[CH2:16][CH2:17][CH2:18][N:12]([C:10]([O:9][CH:6]([CH3:8])[CH3:7])=[O:11])[C:13]2[CH:41]=[C:40]([CH2:45][OH:46])[CH:39]=[CH:38][C:14]1=2)(=[O:37])[CH3:36].